This data is from Reaction yield outcomes from USPTO patents with 853,638 reactions. The task is: Predict the reaction yield, written as a fraction of the theoretical maximum amount of product (1.0 means a 100% yield; for example, 0.34 means a 34% yield). The reactants are C([O:3][C:4]([C:6]1[C:7]([C:12]2[CH:17]=[CH:16][N:15]=[CH:14][CH:13]=2)=[N:8][O:9][C:10]=1[CH3:11])=O)C.O.[OH-].[Na+]. The catalyst is C1COCC1. The product is [CH3:11][C:10]1[O:9][N:8]=[C:7]([C:12]2[CH:17]=[CH:16][N:15]=[CH:14][CH:13]=2)[C:6]=1[CH2:4][OH:3]. The yield is 0.650.